This data is from Forward reaction prediction with 1.9M reactions from USPTO patents (1976-2016). The task is: Predict the product of the given reaction. (1) Given the reactants FC(F)(F)S(O)(=O)=O.[Cl:9][C:10]1[CH:25]=[CH:24][C:13]([CH:14]=[N:15][CH2:16][CH2:17][C:18]2[CH:23]=[CH:22][CH:21]=[CH:20][CH:19]=2)=[CH:12][CH:11]=1.[OH-].[Na+], predict the reaction product. The product is: [Cl:9][C:10]1[CH:11]=[CH:12][C:13]([CH:14]2[C:19]3[C:18](=[CH:23][CH:22]=[CH:21][CH:20]=3)[CH2:17][CH2:16][NH:15]2)=[CH:24][CH:25]=1. (2) The product is: [F:9][C:10]1[CH:11]=[C:12]([CH:15]=[CH:16][C:17]=1[F:18])[CH2:13][NH:14][C:2]1[N:7]=[C:6]([NH:14][CH2:13][C:12]2[CH:15]=[CH:16][C:17]([F:18])=[C:10]([F:9])[CH:11]=2)[CH:5]=[CH:4][N:3]=1. Given the reactants Cl[C:2]1[N:7]=[C:6](Cl)[CH:5]=[CH:4][N:3]=1.[F:9][C:10]1[CH:11]=[C:12]([CH:15]=[CH:16][C:17]=1[F:18])[CH2:13][NH2:14], predict the reaction product.